The task is: Predict which catalyst facilitates the given reaction.. This data is from Catalyst prediction with 721,799 reactions and 888 catalyst types from USPTO. (1) The catalyst class is: 3. Product: [CH3:18][O:1][C:2]1[CH:10]=[CH:9][CH:8]=[C:7]2[C:3]=1[C:4](=[O:17])[N:5]([CH2:12][C:13]([O:15][CH3:16])=[O:14])[C:6]2=[O:11]. Reactant: [OH:1][C:2]1[CH:10]=[CH:9][CH:8]=[C:7]2[C:3]=1[C:4](=[O:17])[N:5]([CH2:12][C:13]([O:15][CH3:16])=[O:14])[C:6]2=[O:11].[C:18]([O-])([O-])=O.[K+].[K+].IC. (2) Reactant: [Cl:1][C:2]1[C:7]([NH2:8])=[C:6]([C:9]#[CH:10])[N:5]=[C:4]([C:11]2[CH:16]=[CH:15][CH:14]=[CH:13][CH:12]=2)[N:3]=1.O. Product: [Cl:1][C:2]1[C:7]2[NH:8][CH:10]=[CH:9][C:6]=2[N:5]=[C:4]([C:11]2[CH:16]=[CH:15][CH:14]=[CH:13][CH:12]=2)[N:3]=1. The catalyst class is: 122. (3) Reactant: [N:1]#[C:2]Br.CC(C)([O-])C.[K+].[CH:10]([O:13][C:14]([N:16]1[C:25]2[C:20](=[CH:21][C:22]([C:26]([F:29])([F:28])[F:27])=[CH:23][CH:24]=2)[C@H:19]([NH:30][CH2:31][C:32]2[CH:37]=[C:36]([C:38]([F:41])([F:40])[F:39])[CH:35]=[C:34]([C:42]([F:45])([F:44])[F:43])[CH:33]=2)[CH2:18][C@@H:17]1[CH:46]1[CH2:48][CH2:47]1)=[O:15])([CH3:12])[CH3:11].O. Product: [CH:10]([O:13][C:14]([N:16]1[C:25]2[C:20](=[CH:21][C:22]([C:26]([F:27])([F:28])[F:29])=[CH:23][CH:24]=2)[C@H:19]([N:30]([CH2:31][C:32]2[CH:37]=[C:36]([C:38]([F:41])([F:40])[F:39])[CH:35]=[C:34]([C:42]([F:45])([F:43])[F:44])[CH:33]=2)[C:2]#[N:1])[CH2:18][C@@H:17]1[CH:46]1[CH2:47][CH2:48]1)=[O:15])([CH3:12])[CH3:11]. The catalyst class is: 13. (4) Reactant: [F:1][C:2]([F:15])([F:14])[S:3]([O:6]S(C(F)(F)F)(=O)=O)(=[O:5])=[O:4].O[C:17]1[C:27]2[O:26][CH2:25][CH2:24][N:23]([C:28]([O:30][C:31]([CH3:34])([CH3:33])[CH3:32])=[O:29])[CH2:22][C:21]=2[CH:20]=[CH:19][CH:18]=1. Product: [F:1][C:2]([F:15])([F:14])[S:3]([O:6][C:17]1[C:27]2[O:26][CH2:25][CH2:24][N:23]([C:28]([O:30][C:31]([CH3:34])([CH3:33])[CH3:32])=[O:29])[CH2:22][C:21]=2[CH:20]=[CH:19][CH:18]=1)(=[O:5])=[O:4]. The catalyst class is: 17. (5) Reactant: [F:1][C:2]1[CH:7]=[C:6]([N+:8]([O-:10])=[O:9])[C:5](F)=[CH:4][C:3]=1[CH3:12].[CH2:13]([O:20][C:21](=[O:25])[CH2:22][C:23]#[N:24])[C:14]1[CH:19]=[CH:18][CH:17]=[CH:16][CH:15]=1.C(=O)([O-])[O-].[K+].[K+].Cl. Product: [CH2:13]([O:20][C:21](=[O:25])[CH:22]([C:23]#[N:24])[C:5]1[CH:4]=[C:3]([CH3:12])[C:2]([F:1])=[CH:7][C:6]=1[N+:8]([O-:10])=[O:9])[C:14]1[CH:19]=[CH:18][CH:17]=[CH:16][CH:15]=1. The catalyst class is: 9. (6) Reactant: [CH3:1][C:2]1[N:3]=[C:4]([CH2:7][C:8]([O:10][CH2:11][CH3:12])=[O:9])[S:5][CH:6]=1.C(N(CC)CC)C.C(NC1C=CC(S([N:33]=[N+:34]=[N-])(=O)=O)=CC=1)(=O)C. Product: [N+:33](=[C:7]([C:4]1[S:5][CH:6]=[C:2]([CH3:1])[N:3]=1)[C:8]([O:10][CH2:11][CH3:12])=[O:9])=[N-:34]. The catalyst class is: 10.